Dataset: NCI-60 drug combinations with 297,098 pairs across 59 cell lines. Task: Regression. Given two drug SMILES strings and cell line genomic features, predict the synergy score measuring deviation from expected non-interaction effect. (1) Drug 1: CC12CCC3C(C1CCC2=O)CC(=C)C4=CC(=O)C=CC34C. Drug 2: C1=CC(=CC=C1CCCC(=O)O)N(CCCl)CCCl. Cell line: LOX IMVI. Synergy scores: CSS=59.3, Synergy_ZIP=12.6, Synergy_Bliss=12.6, Synergy_Loewe=13.8, Synergy_HSA=14.4. (2) Drug 1: CC12CCC(CC1=CCC3C2CCC4(C3CC=C4C5=CN=CC=C5)C)O. Drug 2: C1CC(=O)NC(=O)C1N2CC3=C(C2=O)C=CC=C3N. Cell line: UACC-257. Synergy scores: CSS=0.176, Synergy_ZIP=-1.84, Synergy_Bliss=-5.77, Synergy_Loewe=-6.49, Synergy_HSA=-5.64. (3) Drug 1: CC1=CC2C(CCC3(C2CCC3(C(=O)C)OC(=O)C)C)C4(C1=CC(=O)CC4)C. Drug 2: CNC(=O)C1=NC=CC(=C1)OC2=CC=C(C=C2)NC(=O)NC3=CC(=C(C=C3)Cl)C(F)(F)F. Cell line: PC-3. Synergy scores: CSS=13.6, Synergy_ZIP=2.49, Synergy_Bliss=4.10, Synergy_Loewe=-22.9, Synergy_HSA=1.49. (4) Cell line: NCI-H522. Synergy scores: CSS=34.7, Synergy_ZIP=1.51, Synergy_Bliss=-2.65, Synergy_Loewe=-15.1, Synergy_HSA=-2.13. Drug 1: CC1=C2C(C(=O)C3(C(CC4C(C3C(C(C2(C)C)(CC1OC(=O)C(C(C5=CC=CC=C5)NC(=O)C6=CC=CC=C6)O)O)OC(=O)C7=CC=CC=C7)(CO4)OC(=O)C)O)C)OC(=O)C. Drug 2: CC(C)CN1C=NC2=C1C3=CC=CC=C3N=C2N. (5) Drug 1: CC1C(C(=O)NC(C(=O)N2CCCC2C(=O)N(CC(=O)N(C(C(=O)O1)C(C)C)C)C)C(C)C)NC(=O)C3=C4C(=C(C=C3)C)OC5=C(C(=O)C(=C(C5=N4)C(=O)NC6C(OC(=O)C(N(C(=O)CN(C(=O)C7CCCN7C(=O)C(NC6=O)C(C)C)C)C)C(C)C)C)N)C. Drug 2: CC1C(C(CC(O1)OC2CC(OC(C2O)C)OC3=CC4=CC5=C(C(=O)C(C(C5)C(C(=O)C(C(C)O)O)OC)OC6CC(C(C(O6)C)O)OC7CC(C(C(O7)C)O)OC8CC(C(C(O8)C)O)(C)O)C(=C4C(=C3C)O)O)O)O. Cell line: MDA-MB-435. Synergy scores: CSS=53.3, Synergy_ZIP=-5.23, Synergy_Bliss=-2.44, Synergy_Loewe=-2.77, Synergy_HSA=-2.94.